From a dataset of NCI-60 drug combinations with 297,098 pairs across 59 cell lines. Regression. Given two drug SMILES strings and cell line genomic features, predict the synergy score measuring deviation from expected non-interaction effect. Drug 1: C1CN1C2=NC(=NC(=N2)N3CC3)N4CC4. Drug 2: C1C(C(OC1N2C=NC3=C2NC=NCC3O)CO)O. Cell line: MDA-MB-231. Synergy scores: CSS=26.4, Synergy_ZIP=-4.77, Synergy_Bliss=0.687, Synergy_Loewe=1.60, Synergy_HSA=2.93.